From a dataset of Peptide-MHC class I binding affinity with 185,985 pairs from IEDB/IMGT. Regression. Given a peptide amino acid sequence and an MHC pseudo amino acid sequence, predict their binding affinity value. This is MHC class I binding data. (1) The MHC is H-2-Db with pseudo-sequence H-2-Db. The peptide sequence is QPQNGQFIHFY. The binding affinity (normalized) is 0.0759. (2) The peptide sequence is LQDDFDFNY. The MHC is HLA-A02:19 with pseudo-sequence HLA-A02:19. The binding affinity (normalized) is 0.0847. (3) The peptide sequence is ILGVFRRPF. The MHC is HLA-A11:01 with pseudo-sequence HLA-A11:01. The binding affinity (normalized) is 0.0847. (4) The peptide sequence is TWEAWWTEYW. The MHC is HLA-A02:02 with pseudo-sequence HLA-A02:02. The binding affinity (normalized) is 0.0431.